From a dataset of Catalyst prediction with 721,799 reactions and 888 catalyst types from USPTO. Predict which catalyst facilitates the given reaction. Reactant: [CH2:1]([O:3][C:4]([C:6]1[N:7]([CH3:16])[C:8]2[C:13]([CH:14]=1)=[CH:12][C:11]([NH2:15])=[CH:10][CH:9]=2)=[O:5])[CH3:2].C(N(CC)CC)C.C(=O)=O.CC(C)=O.[O:31](S(C(F)(F)F)(=O)=O)[S:32]([C:35]([F:38])([F:37])[F:36])(=O)=[O:33]. Product: [CH2:1]([O:3][C:4]([C:6]1[N:7]([CH3:16])[C:8]2[C:13]([CH:14]=1)=[CH:12][C:11]([NH:15][S:32]([C:35]([F:38])([F:37])[F:36])(=[O:33])=[O:31])=[CH:10][CH:9]=2)=[O:5])[CH3:2]. The catalyst class is: 2.